From a dataset of Peptide-MHC class I binding affinity with 185,985 pairs from IEDB/IMGT. Regression. Given a peptide amino acid sequence and an MHC pseudo amino acid sequence, predict their binding affinity value. This is MHC class I binding data. The peptide sequence is MTIDLDPVIY. The MHC is HLA-A26:01 with pseudo-sequence HLA-A26:01. The binding affinity (normalized) is 0.841.